From a dataset of Forward reaction prediction with 1.9M reactions from USPTO patents (1976-2016). Predict the product of the given reaction. (1) Given the reactants [Br:1][C:2]1[CH:3]=[CH:4][C:5]([S:8](Cl)(=[O:10])=[O:9])=[N:6][CH:7]=1.[F:12][C:13]([F:17])([F:16])[CH2:14][NH2:15].C([O-])(O)=O.[Na+], predict the reaction product. The product is: [F:12][C:13]([F:17])([F:16])[CH2:14][NH:15][S:8]([C:5]1[CH:4]=[CH:3][C:2]([Br:1])=[CH:7][N:6]=1)(=[O:10])=[O:9]. (2) Given the reactants [CH3:1][O:2][CH2:3][CH2:4][CH2:5][NH:6][C:7]1[CH:12]=[C:11]([CH:13]([CH3:15])[CH3:14])[N:10]=[CH:9][C:8]=1[C:16]([N:18]([CH2:40][CH:41]([CH3:43])[CH3:42])[C@H:19]1[CH2:24][C@@H:23]([C:25]([N:27]2[CH2:32][CH2:31][O:30][CH2:29][CH2:28]2)=[O:26])[CH2:22][N:21](C(OC(C)(C)C)=O)[CH2:20]1)=[O:17].C(OCC)(=O)C.[ClH:50], predict the reaction product. The product is: [ClH:50].[ClH:50].[CH3:1][O:2][CH2:3][CH2:4][CH2:5][NH:6][C:7]1[CH:12]=[C:11]([CH:13]([CH3:15])[CH3:14])[N:10]=[CH:9][C:8]=1[C:16]([N:18]([CH2:40][CH:41]([CH3:43])[CH3:42])[C@H:19]1[CH2:24][C@@H:23]([C:25]([N:27]2[CH2:32][CH2:31][O:30][CH2:29][CH2:28]2)=[O:26])[CH2:22][NH:21][CH2:20]1)=[O:17].